From a dataset of Peptide-MHC class I binding affinity with 185,985 pairs from IEDB/IMGT. Regression. Given a peptide amino acid sequence and an MHC pseudo amino acid sequence, predict their binding affinity value. This is MHC class I binding data. (1) The peptide sequence is FLLRGPFEAS. The MHC is HLA-A02:01 with pseudo-sequence HLA-A02:01. The binding affinity (normalized) is 0.566. (2) The peptide sequence is RELNRVTQDFT. The MHC is Mamu-A11 with pseudo-sequence Mamu-A11. The binding affinity (normalized) is 0. (3) The peptide sequence is KRFQPFQQF. The MHC is HLA-A01:01 with pseudo-sequence HLA-A01:01. The binding affinity (normalized) is 0.0847. (4) The binding affinity (normalized) is 0.259. The peptide sequence is VAPTKAKRRV. The MHC is H-2-Db with pseudo-sequence H-2-Db. (5) The peptide sequence is VLRKRWTAK. The MHC is HLA-A11:01 with pseudo-sequence HLA-A11:01. The binding affinity (normalized) is 0.0847.